Dataset: Full USPTO retrosynthesis dataset with 1.9M reactions from patents (1976-2016). Task: Predict the reactants needed to synthesize the given product. (1) Given the product [C:26]([C:23]1([NH:22][C:5]([C@@H:4]([NH:8][C:9]([N:11]2[CH2:16][CH2:15][O:14][CH2:13][CH2:12]2)=[O:10])[CH2:3][C:2]([F:1])([F:20])[CH2:17][CH2:18][CH3:19])=[O:7])[CH2:25][CH2:24]1)#[N:27], predict the reactants needed to synthesize it. The reactants are: [F:1][C:2]([F:20])([CH2:17][CH2:18][CH3:19])[CH2:3][C@H:4]([NH:8][C:9]([N:11]1[CH2:16][CH2:15][O:14][CH2:13][CH2:12]1)=[O:10])[C:5]([OH:7])=O.Cl.[NH2:22][C:23]1([C:26]#[N:27])[CH2:25][CH2:24]1.[B-](F)(F)(F)F.CCOC(C(C#N)=NOC(N(C)C)=[N+](C)C)=O.C(N(C(C)C)CC)(C)C. (2) Given the product [NH2:32][C:24]1[C:23]([C:21]([NH:20][C:19]2[C:15]([C:13]3[CH:14]=[C:9]([Cl:8])[CH:10]=[CH:11][C:12]=3[O:41][CH3:42])=[N:16][N:17]([CH3:40])[CH:18]=2)=[O:22])=[C:27]2[N:28]=[CH:29][CH:30]=[CH:31][N:26]2[N:25]=1, predict the reactants needed to synthesize it. The reactants are: C(O)(C(F)(F)F)=O.[Cl:8][C:9]1[CH:10]=[CH:11][C:12]([O:41][CH3:42])=[C:13]([C:15]2[C:19]([NH:20][C:21]([C:23]3[C:24]([NH:32]C(=O)OC(C)(C)C)=[N:25][N:26]4[CH:31]=[CH:30][CH:29]=[N:28][C:27]=34)=[O:22])=[CH:18][N:17]([CH3:40])[N:16]=2)[CH:14]=1. (3) The reactants are: [CH3:1][C:2]1[CH:6]=[CH:5][CH2:4][CH:3]=1.[CH3:7][C:8]([CH3:10])=O.N1CCCC1.OP(O)(O)=O. Given the product [CH3:1][C:2]1[CH:3]=[CH:4][C:5](=[C:8]([CH3:10])[CH3:7])[CH:6]=1, predict the reactants needed to synthesize it. (4) Given the product [F:25][C:19]1[CH:20]=[C:21]([F:24])[CH:22]=[CH:23][C:18]=1[C@:10]([OH:17])([C@@H:9]([OH:8])[CH3:26])[CH2:11][N:12]1[CH:16]=[N:15][CH:14]=[N:13]1, predict the reactants needed to synthesize it. The reactants are: [Si]([O:8][C@@H:9]([CH3:26])[C@:10]([C:18]1[CH:23]=[CH:22][C:21]([F:24])=[CH:20][C:19]=1[F:25])([OH:17])[CH2:11][N:12]1[CH:16]=[N:15][CH:14]=[N:13]1)(C(C)(C)C)(C)C.CCCC[N+](CCCC)(CCCC)CCCC.[F-].O. (5) Given the product [N:1]([C:2]1[CH:3]=[C:4]([CH:17]=[CH:18][CH:19]=1)[O:5][C:6]1[CH:7]=[CH:8][C:9]([CH2:12][C:13]([O:15][CH3:16])=[O:14])=[CH:10][CH:11]=1)=[C:20]=[S:21], predict the reactants needed to synthesize it. The reactants are: [NH2:1][C:2]1[CH:3]=[C:4]([CH:17]=[CH:18][CH:19]=1)[O:5][C:6]1[CH:11]=[CH:10][C:9]([CH2:12][C:13]([O:15][CH3:16])=[O:14])=[CH:8][CH:7]=1.[C:20](Cl)(Cl)=[S:21].CCOC(C)=O.CCCCCC. (6) Given the product [C:22]([C:21]1[N:13]=[C:12]([C:11]2[C:3]([CH3:2])=[N:4][N:5]3[CH:10]=[CH:9][CH:8]=[CH:7][C:6]=23)[S:14][C:16]=1[C:17]([O:19][CH3:20])=[O:18])([CH3:25])([CH3:24])[CH3:23], predict the reactants needed to synthesize it. The reactants are: Cl.[CH3:2][C:3]1[C:11]([C:12](=[S:14])[NH2:13])=[C:6]2[CH:7]=[CH:8][CH:9]=[CH:10][N:5]2[N:4]=1.Cl[CH:16]([C:21](=O)[C:22]([CH3:25])([CH3:24])[CH3:23])[C:17]([O:19][CH3:20])=[O:18]. (7) Given the product [C:5]([N:52]1[CH2:42][CH2:41][CH:47]([CH2:39][NH:32][CH2:31][C:28]2[CH:27]=[CH:26][C:25](/[CH:24]=[CH:23]/[C:22]([NH:21][C:18]3[CH:19]=[CH:20][C:15]([C:12]4[CH:13]=[CH:14][C:9]([Cl:8])=[CH:10][CH:11]=4)=[CH:16][CH:17]=3)=[O:40])=[CH:30][CH:29]=2)[CH2:46][CH2:53]1)(=[O:7])[CH3:6], predict the reactants needed to synthesize it. The reactants are: C(O[C:5](=[O:7])[CH3:6])(=O)C.[Cl:8][C:9]1[CH:14]=[CH:13][C:12]([C:15]2[CH:20]=[CH:19][C:18]([NH:21][C:22](=[O:40])/[CH:23]=[CH:24]/[C:25]3[CH:30]=[CH:29][C:28]([CH2:31][N:32]([CH3:39])C4CCNCC4)=[CH:27][CH:26]=3)=[CH:17][CH:16]=2)=[CH:11][CH:10]=1.[C:41](O)(=O)[CH3:42].F[C:46](F)(F)[C:47](O)=O.[NH3:52].[C:53](O)(=O)C.